Dataset: Full USPTO retrosynthesis dataset with 1.9M reactions from patents (1976-2016). Task: Predict the reactants needed to synthesize the given product. (1) Given the product [NH2:42][C:43]1([C:47]2[CH:52]=[CH:51][C:50]([N:53]3[C:57]4=[N:58][C:59]([C:62]5[CH:67]=[CH:66][CH:65]=[CH:64][CH:63]=5)=[CH:60][CH:61]=[C:56]4[N:55]=[C:54]3[C:68]3[C:69]([NH2:74])=[N:70][CH:71]=[CH:72][CH:73]=3)=[CH:49][CH:48]=2)[CH2:44][CH2:45][CH2:46]1.[Pd:35], predict the reactants needed to synthesize it. The reactants are: C(OC(=O)NC1(C2C=CC(NC3C([N+]([O-])=O)=CC=C(C4C=CC=CC=4)N=3)=CC=2)CCC1)(C)(C)C.[Pd:35].C(OC(=O)[NH:42][C:43]1([C:47]2[CH:52]=[CH:51][C:50]([N:53]3[C:57]4=[N:58][C:59]([C:62]5[CH:67]=[CH:66][CH:65]=[CH:64][CH:63]=5)=[CH:60][CH:61]=[C:56]4[N:55]=[C:54]3[C:68]3[C:69]([NH2:74])=[N:70][CH:71]=[CH:72][CH:73]=3)=[CH:49][CH:48]=2)[CH2:46][CH2:45][CH2:44]1)(C)(C)C. (2) The reactants are: [CH3:1][O:2][C:3]1[CH:4]=[C:5]([C:11]2[C:12]([CH3:34])([CH3:33])[C:13](=[O:32])[N:14]([CH:16]3[CH2:21][CH2:20][N:19]([C:22]([C:24]4[CH:29]=[C:28]([OH:30])[CH:27]=[CH:26][C:25]=4[CH3:31])=[O:23])[CH2:18][CH2:17]3)[N:15]=2)[CH:6]=[CH:7][C:8]=1[O:9][CH3:10].Br[CH2:36][CH:37]1[CH2:39][CH2:38]1.[OH-].[Na+]. Given the product [CH:37]1([CH2:36][O:30][C:28]2[CH:27]=[CH:26][C:25]([CH3:31])=[C:24]([C:22]([N:19]3[CH2:20][CH2:21][CH:16]([N:14]4[C:13](=[O:32])[C:12]([CH3:34])([CH3:33])[C:11]([C:5]5[CH:6]=[CH:7][C:8]([O:9][CH3:10])=[C:3]([O:2][CH3:1])[CH:4]=5)=[N:15]4)[CH2:17][CH2:18]3)=[O:23])[CH:29]=2)[CH2:39][CH2:38]1, predict the reactants needed to synthesize it. (3) Given the product [OH:3][CH2:4][CH2:6][C:7]1[N:8]=[C:9]([C:13]2[CH:18]=[CH:17][CH:16]=[CH:15][CH:14]=2)[NH:10][C:11]=1[CH3:12], predict the reactants needed to synthesize it. The reactants are: C([O:3][C:4]([CH2:6][C:7]1[N:8]=[C:9]([C:13]2[CH:18]=[CH:17][CH:16]=[CH:15][CH:14]=2)[NH:10][C:11]=1[CH3:12])=O)C.[H-].[Al+3].[Li+].[H-].[H-].[H-].O. (4) Given the product [CH3:2][C:1]1[C:3]2[C:4](=[CH:6][CH:7]=[C:8]([C:10]3[CH:15]=[C:14]([C:16]4[CH:21]=[CH:20][CH:19]=[CH:18][C:17]=4[O:22][CH2:23][CH2:24][O:25][CH3:26])[NH:13][C:12](=[O:27])[N:11]=3)[CH:9]=2)[N:5]([C:28](=[O:31])[CH3:29])[N:40]=1, predict the reactants needed to synthesize it. The reactants are: [CH2:1]([C:3]1[CH:9]=[C:8]([C:10]2[CH:15]=[C:14]([C:16]3[CH:21]=[CH:20][CH:19]=[CH:18][C:17]=3[O:22][CH2:23][CH2:24][O:25][CH3:26])[NH:13][C:12](=[O:27])[N:11]=2)[CH:7]=[CH:6][C:4]=1[NH2:5])[CH3:2].[C:28]([O:31]C(=O)C)(=O)[CH3:29].C([O-])(=O)C.[K+].[N:40](OCCC(C)C)=O. (5) Given the product [CH2:15]([NH:14][N:4]1[C:3]([CH3:17])=[C:2]([C:60]([OH:62])=[O:61])[C:11]2[C:6](=[C:7]([F:12])[CH:8]=[CH:9][CH:10]=2)[C:5]1=[O:13])[CH3:16], predict the reactants needed to synthesize it. The reactants are: Br[C:2]1[C:11]2[C:6](=[C:7]([F:12])[CH:8]=[CH:9][CH:10]=2)[C:5](=[O:13])[N:4]([NH:14][CH2:15][CH3:16])[C:3]=1[CH3:17].C1(P(C2C=CC=CC=2)C2C3OC4C(=CC=CC=4P(C4C=CC=CC=4)C4C=CC=CC=4)C(C)(C)C=3C=CC=2)C=CC=CC=1.[C:60](=O)([O-:62])[O-:61].[Na+].[Na+].[C]=O. (6) Given the product [CH2:35]([C:21]1[N:20]=[N:19][N:18]([C:15]2[CH:16]=[CH:17][C:12]([C:9]3[CH:10]=[CH:11][C:6]([CH2:5][C:4]([OH:37])=[O:3])=[CH:7][CH:8]=3)=[CH:13][CH:14]=2)[C:22]=1[NH:23][C:24]([O:26][C@@H:27]([C:29]1[CH:30]=[CH:31][CH:32]=[CH:33][CH:34]=1)[CH3:28])=[O:25])[CH3:36], predict the reactants needed to synthesize it. The reactants are: C([O:3][C:4](=[O:37])[CH2:5][C:6]1[CH:11]=[CH:10][C:9]([C:12]2[CH:17]=[CH:16][C:15]([N:18]3[C:22]([NH:23][C:24]([O:26][C@@H:27]([C:29]4[CH:34]=[CH:33][CH:32]=[CH:31][CH:30]=4)[CH3:28])=[O:25])=[C:21]([CH2:35][CH3:36])[N:20]=[N:19]3)=[CH:14][CH:13]=2)=[CH:8][CH:7]=1)C.[OH-].[Na+]. (7) Given the product [CH3:59][C:60]1[CH:61]=[C:62]([C:74]([CH3:77])([CH3:76])[CH3:75])[C:63]([OH:73])=[C:64]([CH3:72])[C:65]=1[CH2:66][C:67]1[NH:71][CH2:70][CH2:69][N:68]=1, predict the reactants needed to synthesize it. The reactants are: COC(C1C=CC(O)=CC=1)=O.C(OC(C1C=CC(O)=CC=1)=O)CC.P([O-])([O-])([O-])=O.CCOCCOCCO.C(N(CC(O)=O)CC(O)=O)CN(CC(O)=O)CC(O)=O.[CH3:59][C:60]1[CH:61]=[C:62]([C:74]([CH3:77])([CH3:76])[CH3:75])[C:63]([OH:73])=[C:64]([CH3:72])[C:65]=1[CH2:66][C:67]1[NH:71][CH2:70][CH2:69][N:68]=1.Cl. (8) Given the product [C:2]([C:7]1[S:11][CH:10]=[C:9]([CH2:12][N:13]2[CH:17]=[C:16]([NH:18][C:30]([C:26]3[N:27]=[CH:28][O:29][C:25]=3[C:19]3[CH:20]=[CH:21][CH:22]=[CH:23][CH:24]=3)=[O:31])[CH:15]=[N:14]2)[CH:8]=1)(=[O:6])[CH3:1], predict the reactants needed to synthesize it. The reactants are: [CH3:1][C:2]1([C:7]2[S:11][CH:10]=[C:9]([CH2:12][N:13]3[CH:17]=[C:16]([NH2:18])[CH:15]=[N:14]3)[CH:8]=2)[O:6]CCO1.[C:19]1([C:25]2[O:29][CH:28]=[N:27][C:26]=2[C:30](O)=[O:31])[CH:24]=[CH:23][CH:22]=[CH:21][CH:20]=1. (9) Given the product [CH3:1][O:2][C:3](=[O:18])[C:4]1[CH:5]=[CH:6][C:7]([NH:10][C:11]([C:13]2[CH:17]=[CH:16][N:15]([C:25]([C:24]3[CH:23]=[C:22]([CH3:28])[O:21][C:20]=3[CH3:19])=[O:26])[N:14]=2)=[O:12])=[CH:8][CH:9]=1, predict the reactants needed to synthesize it. The reactants are: [CH3:1][O:2][C:3](=[O:18])[C:4]1[CH:9]=[CH:8][C:7]([NH:10][C:11]([C:13]2[CH:17]=[CH:16][NH:15][N:14]=2)=[O:12])=[CH:6][CH:5]=1.[CH3:19][C:20]1[O:21][C:22]([CH3:28])=[CH:23][C:24]=1[C:25](Cl)=[O:26]. (10) Given the product [ClH:41].[F:24][C:15]1[C:14]([CH2:25][NH:26][CH3:27])=[CH:13][N:12]([S:9]([C:7]2[O:8][C:4]([C:1](=[O:3])[CH3:2])=[CH:5][CH:6]=2)(=[O:11])=[O:10])[C:16]=1[C:17]1[C:18]([F:23])=[N:19][CH:20]=[CH:21][CH:22]=1, predict the reactants needed to synthesize it. The reactants are: [C:1]([C:4]1[O:8][C:7]([S:9]([N:12]2[C:16]([C:17]3[C:18]([F:23])=[N:19][CH:20]=[CH:21][CH:22]=3)=[C:15]([F:24])[C:14]([CH2:25][N:26](C)[C:27](=O)OC(C)(C)C)=[CH:13]2)(=[O:11])=[O:10])=[CH:6][CH:5]=1)(=[O:3])[CH3:2].C(OCC)(=O)C.[ClH:41].